From a dataset of Forward reaction prediction with 1.9M reactions from USPTO patents (1976-2016). Predict the product of the given reaction. (1) Given the reactants [C:1]([O:5][C:6](=[O:38])[NH:7][C:8]1([C:12]2[CH:17]=[CH:16][C:15]([C:18]3[C:19](=[O:37])[C:20]4[C:21]([O:29][C:30]=3[C:31]3[CH:36]=[CH:35][CH:34]=[CH:33][CH:32]=3)=[C:22]3[C:26](=[CH:27][CH:28]=4)[NH:25][N:24]=[CH:23]3)=[CH:14][CH:13]=2)[CH2:11][CH2:10][CH2:9]1)([CH3:4])([CH3:3])[CH3:2].[H-].[Na+].[CH3:41]I, predict the reaction product. The product is: [C:1]([O:5][C:6](=[O:38])[NH:7][C:8]1([C:12]2[CH:13]=[CH:14][C:15]([C:18]3[C:19](=[O:37])[C:20]4[CH:28]=[CH:27][C:26]5[C:22](=[CH:23][N:24]([CH3:41])[N:25]=5)[C:21]=4[O:29][C:30]=3[C:31]3[CH:32]=[CH:33][CH:34]=[CH:35][CH:36]=3)=[CH:16][CH:17]=2)[CH2:11][CH2:10][CH2:9]1)([CH3:4])([CH3:2])[CH3:3]. (2) Given the reactants [C:22]1(C2C(S(F)(F)(F)(F)F)=C([C:18]3[CH:23]=[CH:22][CH:21]=[CH:20]C=3)ON=2)[CH:23]=[CH:18]C=[CH:20][CH:21]=1.[CH2:24]([C:28]1[CH:29]2[CH2:40][CH:32]([C:33]=1S(F)(F)(F)(F)F)[CH:31]=[CH:30]2)[CH2:25][CH2:26]C, predict the reaction product. The product is: [CH:20]1[CH2:21][CH:22]=[CH:23][CH:18]=1.[CH2:26]1[CH:33]2[CH:32]3[CH:31]=[CH:30][CH:29]([CH:28]2[CH:24]=[CH:25]1)[CH2:40]3. (3) Given the reactants [F:1][C:2]([F:24])([F:23])[C:3]1[CH:4]=[C:5]([C:9]2[C:14]([C:15]#[C:16][Si](C)(C)C)=[C:13]([CH3:21])[N:12]=[C:11]([NH2:22])[N:10]=2)[CH:6]=[CH:7][CH:8]=1.C(=O)([O-])[O-].[K+].[K+], predict the reaction product. The product is: [C:15]([C:14]1[C:9]([C:5]2[CH:6]=[CH:7][CH:8]=[C:3]([C:2]([F:23])([F:24])[F:1])[CH:4]=2)=[N:10][C:11]([NH2:22])=[N:12][C:13]=1[CH3:21])#[CH:16]. (4) Given the reactants [Br:1][C:2]1[CH:6]=[CH:5][S:4][CH:3]=1.[CH3:7][O:8][C:9]1[CH:17]=[CH:16][C:12]([C:13](Cl)=[O:14])=[CH:11][CH:10]=1.Cl.O, predict the reaction product. The product is: [Br:1][C:2]1[CH:6]=[CH:5][S:4][C:3]=1[C:13]([C:12]1[CH:16]=[CH:17][C:9]([O:8][CH3:7])=[CH:10][CH:11]=1)=[O:14].